The task is: Predict the product of the given reaction.. This data is from Forward reaction prediction with 1.9M reactions from USPTO patents (1976-2016). (1) Given the reactants [Cl:1][C:2]1[CH:23]=[CH:22][C:5]([CH2:6][N:7]2[C:16]3[C:11](=[CH:12][C:13]([F:18])=[C:14](F)[CH:15]=3)[C:10](=[O:19])[C:9]([C:20]#[N:21])=[CH:8]2)=[CH:4][CH:3]=1.[OH:24][CH:25]1[CH2:30][CH2:29][NH:28][CH2:27][CH2:26]1, predict the reaction product. The product is: [Cl:1][C:2]1[CH:23]=[CH:22][C:5]([CH2:6][N:7]2[C:16]3[C:11](=[CH:12][C:13]([F:18])=[C:14]([N:28]4[CH2:29][CH2:30][CH:25]([OH:24])[CH2:26][CH2:27]4)[CH:15]=3)[C:10](=[O:19])[C:9]([C:20]#[N:21])=[CH:8]2)=[CH:4][CH:3]=1. (2) Given the reactants Br[C:2]1[C:7]([CH3:8])=[CH:6][CH:5]=[CH:4][C:3]=1[C:9]([N:11]1[CH2:15][CH2:14][CH2:13][CH2:12]1)=[O:10].C1(P(C2CCCCC2)C2C=CC=CC=2C2C(C(C)C)=CC(C(C)C)=CC=2C(C)C)CCCCC1.P([O-])([O-])([O-])=O.[K+].[K+].[K+].[NH2:58][C:59]1[C:68]([N:69]2[CH2:74][CH2:73][O:72][CH2:71][CH2:70]2)=[CH:67][C:66]2[C:61](=[CH:62][C:63]([F:78])=[C:64](B(O)O)[CH:65]=2)[N:60]=1, predict the reaction product. The product is: [NH2:58][C:59]1[C:68]([N:69]2[CH2:70][CH2:71][O:72][CH2:73][CH2:74]2)=[CH:67][C:66]2[C:61](=[CH:62][C:63]([F:78])=[C:64]([C:2]3[C:7]([CH3:8])=[CH:6][CH:5]=[CH:4][C:3]=3[C:9]([N:11]3[CH2:15][CH2:14][CH2:13][CH2:12]3)=[O:10])[CH:65]=2)[N:60]=1. (3) Given the reactants [F:1][C:2]1[CH:7]=[C:6](I)[CH:5]=[CH:4][C:3]=1[N:9]1[CH:14]=[C:13]([O:15][CH3:16])[C:12](=[O:17])[C:11]([C:18]2[N:22]([C:23]3[CH:28]=[CH:27][CH:26]=[CH:25][CH:24]=3)[N:21]=[CH:20][CH:19]=2)=[N:10]1.Cl.[F:30][C:31]1([F:38])[C:35]([F:37])([F:36])[CH2:34][NH:33][CH2:32]1.CC1(C)C2C(=C(P(C3C=CC=CC=3)C3C=CC=CC=3)C=CC=2)OC2C(P(C3C=CC=CC=3)C3C=CC=CC=3)=CC=CC1=2.O(C(C)(C)C)[Na], predict the reaction product. The product is: [F:1][C:2]1[CH:7]=[C:6]([N:33]2[CH2:34][C:35]([F:37])([F:36])[C:31]([F:38])([F:30])[CH2:32]2)[CH:5]=[CH:4][C:3]=1[N:9]1[CH:14]=[C:13]([O:15][CH3:16])[C:12](=[O:17])[C:11]([C:18]2[N:22]([C:23]3[CH:28]=[CH:27][CH:26]=[CH:25][CH:24]=3)[N:21]=[CH:20][CH:19]=2)=[N:10]1. (4) Given the reactants [Cl:1][C:2]1[CH:25]=[CH:24][C:5]([CH2:6][N:7]2[C:15]3[C:10](=[CH:11][C:12](/[CH:16]=[C:17]4/[C:18](=[O:23])[NH:19][C:20](=[O:22])[S:21]/4)=[CH:13][CH:14]=3)[CH:9]=[CH:8]2)=[C:4]([C:26]([F:29])([F:28])[F:27])[CH:3]=1.Cl.Cl[CH2:32][CH2:33][N:34]1[CH2:39][CH2:38][O:37][CH2:36][CH2:35]1, predict the reaction product. The product is: [Cl:1][C:2]1[CH:25]=[CH:24][C:5]([CH2:6][N:7]2[C:15]3[C:10](=[CH:11][C:12](/[CH:16]=[C:17]4/[C:18](=[O:23])[N:19]([CH2:32][CH2:33][N:34]5[CH2:39][CH2:38][O:37][CH2:36][CH2:35]5)[C:20](=[O:22])[S:21]/4)=[CH:13][CH:14]=3)[CH:9]=[CH:8]2)=[C:4]([C:26]([F:29])([F:27])[F:28])[CH:3]=1. (5) Given the reactants [C:1]1(P(C2C=CC=CC=2)C2C=CC=CC=2)C=CC=CC=1.CCOC(/N=[N:26]/[C:27](OCC)=O)=O.O[C:33]1[CH:38]=[CH:37][C:36]([C:39]2[C:47]3[C:42](=[CH:43][CH:44]=[C:45]([C:48]#[N:49])[CH:46]=3)[N:41](C3CCCCO3)[N:40]=2)=[CH:35][CH:34]=1.Cl.[CH2:57]1C[O:60][CH2:59][CH2:58]1, predict the reaction product. The product is: [CH3:1][N:26]([CH3:27])[CH2:57][CH2:58][CH2:59][O:60][C:33]1[CH:38]=[CH:37][C:36]([C:39]2[C:47]3[C:42](=[CH:43][CH:44]=[C:45]([C:48]#[N:49])[CH:46]=3)[NH:41][N:40]=2)=[CH:35][CH:34]=1. (6) The product is: [Br:1][C:2]1[N:3]=[C:4]2[CH:9]=[CH:10][N:8]([S:23]([C:20]3[CH:21]=[CH:22][C:17]([CH3:27])=[CH:18][CH:19]=3)(=[O:25])=[O:24])[C:5]2=[N:6][CH:7]=1. Given the reactants [Br:1][C:2]1[N:3]=[C:4]([C:9]#[C:10][Si](C)(C)C)[C:5]([NH2:8])=[N:6][CH:7]=1.[H-].[Na+].[C:17]1([CH3:27])[CH:22]=[CH:21][C:20]([S:23](Cl)(=[O:25])=[O:24])=[CH:19][CH:18]=1, predict the reaction product.